This data is from Reaction yield outcomes from USPTO patents with 853,638 reactions. The task is: Predict the reaction yield, written as a fraction of the theoretical maximum amount of product (1.0 means a 100% yield; for example, 0.34 means a 34% yield). (1) The reactants are [N:1]1([CH2:7][CH2:8][N:9]2[C:13]3[CH:14]=[CH:15][CH:16]=[CH:17][C:12]=3[N:11]([C:18]([NH:20][C@H:21]([C:26]([OH:28])=[O:27])[C:22]([CH3:25])([CH3:24])[CH3:23])=[O:19])[C:10]2=[O:29])[CH2:6][CH2:5][O:4][CH2:3][CH2:2]1.Cl.N[C@H](C(OC)=O)C(C)(C)C.O[NH:42][C:43](=[NH:45])[CH3:44].C(N(CC)CC)C.C1C=CC2N(O)N=NC=2C=1.CCN=C=NCCCN(C)C. The catalyst is CN(C=O)C. The product is [NH2:45][C:43](=[N:42][O:27][C:26]([C@@H:21]([NH:20][C:18]([N:11]1[C:12]2[CH:17]=[CH:16][CH:15]=[CH:14][C:13]=2[N:9]([CH2:8][CH2:7][N:1]2[CH2:6][CH2:5][O:4][CH2:3][CH2:2]2)[C:10]1=[O:29])=[O:19])[C:22]([CH3:23])([CH3:24])[CH3:25])=[O:28])[CH3:44]. The yield is 0.570. (2) The reactants are [C:1]([C:3]1[CH:4]=[C:5](Br)[CH:6]=[C:7]([F:9])[CH:8]=1)#[N:2].[NH:11]1[C:19]2[C:14](=[CH:15][CH:16]=[CH:17][CH:18]=2)[C:13]2([CH:23](B(O)O)[CH2:22][CH2:21][CH2:20]2)[C:12]1=[O:27].C(=O)([O-])[O-].[Na+].[Na+].[OH-].[Na+]. The catalyst is COCCOC.O.[Pd].C1(P(C2C=CC=CC=2)C2C=CC=CC=2)C=CC=CC=1.C1(P(C2C=CC=CC=2)C2C=CC=CC=2)C=CC=CC=1.C1(P(C2C=CC=CC=2)C2C=CC=CC=2)C=CC=CC=1.C1(P(C2C=CC=CC=2)C2C=CC=CC=2)C=CC=CC=1. The product is [C:1]([C:3]1[CH:4]=[C:5]([C:16]2[CH:15]=[C:14]3[C:19](=[CH:18][CH:17]=2)[NH:11][C:12](=[O:27])[C:13]23[CH2:23][CH2:22][CH2:21][CH2:20]2)[CH:6]=[C:7]([F:9])[CH:8]=1)#[N:2]. The yield is 0.440. (3) The reactants are [CH:1]([C:3]1[CH:4]=[N:5][N:6]([CH3:18])[C:7]=1[C:8]1[CH:9]=[C:10]([C:14]([O:16][CH3:17])=[O:15])[S:11][C:12]=1[CH3:13])=[CH2:2]. The catalyst is CO.[Pd]. The product is [CH2:1]([C:3]1[CH:4]=[N:5][N:6]([CH3:18])[C:7]=1[C:8]1[CH:9]=[C:10]([C:14]([O:16][CH3:17])=[O:15])[S:11][C:12]=1[CH3:13])[CH3:2]. The yield is 0.990. (4) The reactants are [CH:1]1(/[CH:6]=[C:7](/[C:18]2[NH:27][C:21]3=[N:22][CH:23]=[C:24]([F:26])[CH:25]=[C:20]3[CH:19]=2)\[C:8]2[CH:13]=[CH:12][C:11]([S:14]([CH3:17])(=[O:16])=[O:15])=[CH:10][CH:9]=2)[CH2:5][CH2:4][CH2:3][CH2:2]1. The catalyst is [Pd].CO. The product is [CH:1]1([CH2:6][CH:7]([C:18]2[NH:27][C:21]3=[N:22][CH:23]=[C:24]([F:26])[CH:25]=[C:20]3[CH:19]=2)[C:8]2[CH:13]=[CH:12][C:11]([S:14]([CH3:17])(=[O:16])=[O:15])=[CH:10][CH:9]=2)[CH2:5][CH2:4][CH2:3][CH2:2]1. The yield is 0.410. (5) The yield is 0.500. The catalyst is C(Cl)(Cl)Cl. The product is [C:1]([O:5][C:6](=[O:40])[NH:7][C:8]1[C:16]2[C:11](=[CH:12][CH:13]=[CH:14][CH:15]=2)[C:10]([C:25]2[CH:30]=[CH:29][C:28]([OH:31])=[C:27]([Br:41])[CH:26]=2)([C:17]2[CH:22]=[CH:21][C:20]([O:23][CH3:24])=[CH:19][CH:18]=2)[N:9]=1)([CH3:4])([CH3:3])[CH3:2]. The reactants are [C:1]([O:5][C:6](=[O:40])[NH:7][C:8]1[C:16]2[C:11](=[CH:12][CH:13]=[CH:14][CH:15]=2)[C:10]([C:25]2[CH:26]=[C:27](C3C=CC=C(OC)C=3)[C:28]([OH:31])=[CH:29][CH:30]=2)([C:17]2[CH:22]=[CH:21][C:20]([O:23][CH3:24])=[CH:19][CH:18]=2)[N:9]=1)([CH3:4])([CH3:3])[CH3:2].[Br:41]N1C(=O)CCC1=O. (6) The yield is 0.333. The catalyst is O.[H+].[B-](F)(F)(F)F.CO.C(OCC)(=O)C. The reactants are N([O-])=O.[Na+].N[C:6]1[CH:11]=[C:10]([Cl:12])[CH:9]=[CH:8][C:7]=1[O:13][CH3:14].[F:15][C:16]([F:30])([F:29])[C:17]1[CH:18]=[C:19]([CH:22]=[C:23]([C:25]([F:28])([F:27])[F:26])[CH:24]=1)[CH:20]=[CH2:21]. The product is [Cl:12][C:10]1[CH:9]=[CH:8][C:7]([O:13][CH3:14])=[C:6]([CH:11]=1)[CH:21]=[CH:20][C:19]1[CH:22]=[C:23]([C:25]([F:26])([F:28])[F:27])[CH:24]=[C:17]([C:16]([F:15])([F:29])[F:30])[CH:18]=1. (7) The reactants are [Cl:1][C:2]1[CH:3]=[C:4]([C:9]2[CH:10]=[C:11]([C@:15]3(C)[CH2:20][C:19](=[O:21])[N:18]([CH3:22])[C:17](=[N:23]C(=O)OC(C)(C)C)[NH:16]3)[CH:12]=[CH:13][CH:14]=2)[C:5]([OH:8])=[CH:6][CH:7]=1.[C:32](O)([C:34](F)(F)F)=O.C(Cl)Cl. No catalyst specified. The product is [Cl:1][C:2]1[CH:3]=[C:4]([C:9]2[CH:10]=[C:11]([C@@:15]3([CH2:32][CH3:34])[NH:16][C:17](=[NH:23])[N:18]([CH3:22])[C:19](=[O:21])[CH2:20]3)[CH:12]=[CH:13][CH:14]=2)[C:5]([OH:8])=[CH:6][CH:7]=1. The yield is 0.600.